Dataset: Catalyst prediction with 721,799 reactions and 888 catalyst types from USPTO. Task: Predict which catalyst facilitates the given reaction. (1) Reactant: [Cl:1][C:2]1[CH:3]=[CH:4][C:5]2[N:11](CC3C=CC(OC)=CC=3OC)[C:10](=[O:23])[C@@H:9]([CH2:24][C:25]([O:27][CH2:28][CH3:29])=[O:26])[O:8][C@H:7]([C:30]3[CH:35]=[CH:34][CH:33]=[C:32]([O:36][CH3:37])[C:31]=3[O:38][CH3:39])[C:6]=2[CH:40]=1.[N+]([O-])([O-])=O.[Ce+4].[Ce+4].[NH4+].[N+]([O-])([O-])=O.[N+]([O-])([O-])=O.[N+]([O-])([O-])=O.[N+]([O-])([O-])=O.[N+]([O-])([O-])=O.[N+]([O-])([O-])=O.[N+]([O-])([O-])=O.[N+]([O-])([O-])=O.C(=O)(O)[O-].[Na+]. Product: [Cl:1][C:2]1[CH:3]=[CH:4][C:5]2[NH:11][C:10](=[O:23])[C@@H:9]([CH2:24][C:25]([O:27][CH2:28][CH3:29])=[O:26])[O:8][C@H:7]([C:30]3[CH:35]=[CH:34][CH:33]=[C:32]([O:36][CH3:37])[C:31]=3[O:38][CH3:39])[C:6]=2[CH:40]=1. The catalyst class is: 21. (2) Reactant: [F:1][C:2]1[CH:15]=[C:14]([N+:16]([O-])=O)[CH:13]=[CH:12][C:3]=1[O:4][C:5]1[CH:10]=[CH:9][N:8]=[CH:7][C:6]=1[I:11].S(S([O-])=O)([O-])=O.[Na+].[Na+]. Product: [F:1][C:2]1[CH:15]=[C:14]([CH:13]=[CH:12][C:3]=1[O:4][C:5]1[CH:10]=[CH:9][N:8]=[CH:7][C:6]=1[I:11])[NH2:16]. The catalyst class is: 24. (3) Reactant: [CH:1](=[N:8][NH:9][C:10](=O)[C:11]1[CH:16]=[CH:15][C:14]([C:17]([F:20])([F:19])[F:18])=[CH:13][CH:12]=1)[C:2]1[CH:7]=[CH:6][CH:5]=[CH:4][CH:3]=1.S(Cl)([Cl:24])=O. Product: [CH:1](=[N:8][N:9]=[C:10]([Cl:24])[C:11]1[CH:16]=[CH:15][C:14]([C:17]([F:20])([F:19])[F:18])=[CH:13][CH:12]=1)[C:2]1[CH:7]=[CH:6][CH:5]=[CH:4][CH:3]=1. The catalyst class is: 11. (4) Reactant: [Br:1][CH2:2][CH2:3][N:4]([CH2:21][CH2:22][OH:23])[S:5]([C:8]1[C:16]2[C:11](=[CH:12][CH:13]=[C:14]([OH:17])[CH:15]=2)[NH:10][C:9]=1[C:18]([NH2:20])=[O:19])(=[O:7])=[O:6].[CH3:24][Si](C=[N+]=[N-])(C)C. Product: [Br:1][CH2:2][CH2:3][N:4]([CH2:21][CH2:22][OH:23])[S:5]([C:8]1[C:16]2[C:11](=[CH:12][CH:13]=[C:14]([O:17][CH3:24])[CH:15]=2)[NH:10][C:9]=1[C:18]([NH2:20])=[O:19])(=[O:6])=[O:7]. The catalyst class is: 98. (5) Reactant: Cl[C:2]1[N:7]=[C:6]([N:8]2[CH2:13][CH2:12][O:11][CH2:10][CH2:9]2)[C:5]([S:14][CH3:15])=[C:4](Cl)[N:3]=1.CC1(C)C(C)(C)OB([C:25]2[CH:26]=[N:27][CH:28]=[CH:29][CH:30]=2)O1.C([O-])([O-])=O.[Na+].[Na+]. Product: [CH3:15][S:14][C:5]1[C:6]([N:8]2[CH2:13][CH2:12][O:11][CH2:10][CH2:9]2)=[N:7][C:2]([C:29]2[CH:28]=[N:27][CH:26]=[CH:25][CH:30]=2)=[N:3][C:4]=1[C:25]1[CH:26]=[N:27][CH:28]=[CH:29][CH:30]=1. The catalyst class is: 203. (6) Reactant: Cl.[CH:2]([CH:15]1[C:20](=[O:21])[CH2:19][CH2:18][NH:17][CH2:16]1)([C:9]1[CH:14]=[CH:13][CH:12]=[CH:11][CH:10]=1)[C:3]1[CH:8]=[CH:7][CH:6]=[CH:5][CH:4]=1.[CH3:22][O:23][C:24]1[C:29]([CH2:30]O)=[CH:28][CH:27]=[C:26]([O:32][CH3:33])[N:25]=1.C(N(C(C)C)CC)(C)C.ClCCl. Product: [CH:2]([CH:15]1[C:20](=[O:21])[CH2:19][CH2:18][N:17]([CH2:30][C:29]2[C:24]([O:23][CH3:22])=[N:25][C:26]([O:32][CH3:33])=[CH:27][CH:28]=2)[CH2:16]1)([C:9]1[CH:14]=[CH:13][CH:12]=[CH:11][CH:10]=1)[C:3]1[CH:4]=[CH:5][CH:6]=[CH:7][CH:8]=1. The catalyst class is: 6. (7) Reactant: [O:1]1[C:5]2[CH:6]=[CH:7][CH:8]=[CH:9][C:4]=2[O:3][S:2]1(=[O:11])=[O:10].[CH3:12][NH2:13]. Product: [CH3:12][NH:13][S:2](=[O:11])(=[O:10])[O:1][C:5]1[CH:6]=[CH:7][CH:8]=[CH:9][C:4]=1[OH:3]. The catalyst class is: 56. (8) Reactant: [CH2:1]([C:3]1[CH:20]=[CH:19][C:6]([CH2:7][C:8]2[CH:17]=[CH:16][C:11]([C:12](OC)=[O:13])=[CH:10][C:9]=2[OH:18])=[CH:5][CH:4]=1)[CH3:2].[NH3:21].[Cl-].[NH4+]. Product: [CH2:1]([C:3]1[CH:20]=[CH:19][C:6]([CH2:7][C:8]2[CH:17]=[CH:16][C:11]([C:12]([NH2:21])=[O:13])=[CH:10][C:9]=2[OH:18])=[CH:5][CH:4]=1)[CH3:2]. The catalyst class is: 8. (9) Reactant: [CH3:1][NH:2][C:3]1[N:8]=[C:7]([CH2:9][CH2:10][O:11][C:12]2[CH:17]=[CH:16][C:15]([CH2:18][CH:19]([C:26]3[S:27][CH:28]=[CH:29][N:30]=3)[CH2:20][C:21]([O:23]CC)=[O:22])=[CH:14][CH:13]=2)[CH:6]=[CH:5][CH:4]=1.[Li+].[OH-]. Product: [CH3:1][NH:2][C:3]1[N:8]=[C:7]([CH2:9][CH2:10][O:11][C:12]2[CH:17]=[CH:16][C:15]([CH2:18][CH:19]([C:26]3[S:27][CH:28]=[CH:29][N:30]=3)[CH2:20][C:21]([OH:23])=[O:22])=[CH:14][CH:13]=2)[CH:6]=[CH:5][CH:4]=1. The catalyst class is: 20. (10) Reactant: [Cl:1][C:2]1[CH:7]=[CH:6][C:5]([CH:8]2[C:12]3[N:13]([CH:22]([CH3:24])[CH3:23])[C:14]([C:16]4[CH2:17][CH2:18][O:19][CH2:20][CH:21]=4)=[N:15][C:11]=3[C:10](=[O:25])[NH:9]2)=[CH:4][CH:3]=1. Product: [Cl:1][C:2]1[CH:3]=[CH:4][C:5]([CH:8]2[C:12]3[N:13]([CH:22]([CH3:23])[CH3:24])[C:14]([CH:16]4[CH2:21][CH2:20][O:19][CH2:18][CH2:17]4)=[N:15][C:11]=3[C:10](=[O:25])[NH:9]2)=[CH:6][CH:7]=1. The catalyst class is: 319.